Dataset: NCI-60 drug combinations with 297,098 pairs across 59 cell lines. Task: Regression. Given two drug SMILES strings and cell line genomic features, predict the synergy score measuring deviation from expected non-interaction effect. (1) Drug 1: CC1=C(C=C(C=C1)NC2=NC=CC(=N2)N(C)C3=CC4=NN(C(=C4C=C3)C)C)S(=O)(=O)N.Cl. Drug 2: C1=CC(=C2C(=C1NCCNCCO)C(=O)C3=C(C=CC(=C3C2=O)O)O)NCCNCCO. Cell line: UO-31. Synergy scores: CSS=35.2, Synergy_ZIP=1.72, Synergy_Bliss=5.47, Synergy_Loewe=-25.6, Synergy_HSA=8.07. (2) Drug 1: C(=O)(N)NO. Drug 2: CC(C)NC(=O)C1=CC=C(C=C1)CNNC.Cl. Cell line: LOX IMVI. Synergy scores: CSS=-0.359, Synergy_ZIP=-1.08, Synergy_Bliss=-1.99, Synergy_Loewe=-1.30, Synergy_HSA=-2.41. (3) Drug 1: CNC(=O)C1=CC=CC=C1SC2=CC3=C(C=C2)C(=NN3)C=CC4=CC=CC=N4. Drug 2: C1=C(C(=O)NC(=O)N1)N(CCCl)CCCl. Cell line: TK-10. Synergy scores: CSS=15.4, Synergy_ZIP=-0.554, Synergy_Bliss=5.62, Synergy_Loewe=4.33, Synergy_HSA=5.20. (4) Synergy scores: CSS=13.2, Synergy_ZIP=-4.47, Synergy_Bliss=-4.04, Synergy_Loewe=-17.1, Synergy_HSA=-3.81. Cell line: A498. Drug 2: C(CCl)NC(=O)N(CCCl)N=O. Drug 1: C1CCC(C(C1)N)N.C(=O)(C(=O)[O-])[O-].[Pt+4]. (5) Drug 1: CC=C1C(=O)NC(C(=O)OC2CC(=O)NC(C(=O)NC(CSSCCC=C2)C(=O)N1)C(C)C)C(C)C. Drug 2: CC12CCC3C(C1CCC2OP(=O)(O)O)CCC4=C3C=CC(=C4)OC(=O)N(CCCl)CCCl.[Na+]. Cell line: OVCAR-8. Synergy scores: CSS=57.8, Synergy_ZIP=-6.39, Synergy_Bliss=-11.3, Synergy_Loewe=-69.2, Synergy_HSA=-9.36. (6) Drug 1: CCN(CC)CCNC(=O)C1=C(NC(=C1C)C=C2C3=C(C=CC(=C3)F)NC2=O)C. Drug 2: CN(CC1=CN=C2C(=N1)C(=NC(=N2)N)N)C3=CC=C(C=C3)C(=O)NC(CCC(=O)O)C(=O)O. Cell line: SF-295. Synergy scores: CSS=9.70, Synergy_ZIP=0.680, Synergy_Bliss=1.08, Synergy_Loewe=-31.6, Synergy_HSA=-1.09.